From a dataset of Reaction yield outcomes from USPTO patents with 853,638 reactions. Predict the reaction yield, written as a fraction of the theoretical maximum amount of product (1.0 means a 100% yield; for example, 0.34 means a 34% yield). (1) The reactants are [CH2:1]([N:6]=[C:7]=[O:8])[CH2:2][CH2:3][CH2:4][CH3:5].[CH3:9][NH:10][C:11]1[CH:12]=[C:13]([C:17]2[CH:22]=[CH:21][C:20]([CH2:23][CH2:24][C:25]([O:27][CH3:28])=[O:26])=[CH:19][CH:18]=2)[CH:14]=[CH:15][CH:16]=1.O1CCCC1.C(N(CC)CC)C. The catalyst is O. The product is [CH3:9][N:10]([C:11]1[CH:12]=[C:13]([C:17]2[CH:22]=[CH:21][C:20]([CH2:23][CH2:24][C:25]([O:27][CH3:28])=[O:26])=[CH:19][CH:18]=2)[CH:14]=[CH:15][CH:16]=1)[C:7]([NH:6][CH2:1][CH2:2][CH2:3][CH2:4][CH3:5])=[O:8]. The yield is 0.700. (2) The reactants are [C:1](Cl)([C:14]1[CH:19]=[CH:18][CH:17]=[CH:16][CH:15]=1)([C:8]1[CH:13]=[CH:12][CH:11]=[CH:10][CH:9]=1)[C:2]1[CH:7]=[CH:6][CH:5]=[CH:4][CH:3]=1.CC[N:23]([CH2:26][CH3:27])CC.CS(Cl)(=O)=O. The catalyst is C(Cl)Cl. The product is [C:1]([N:23]1[CH2:26][CH2:27]1)([C:14]1[CH:19]=[CH:18][CH:17]=[CH:16][CH:15]=1)([C:8]1[CH:13]=[CH:12][CH:11]=[CH:10][CH:9]=1)[C:2]1[CH:7]=[CH:6][CH:5]=[CH:4][CH:3]=1. The yield is 0.250. (3) The reactants are [CH:1]1[CH:5]=[C:4]([CH2:6][C:7]2[NH:11][C:10](C[C:10]3[NH:11][C:7]([CH2:6][C:4]4[NH:3][CH:2]=[CH:1][CH:5]=4)=[CH:8][CH:9]=3)=[CH:9][CH:8]=2)[NH:3][CH:2]=1.C(C1C=CC(C=O)=CC=1)(C)(C)C.N1C=CC=C1. No catalyst specified. The product is [CH:9]1[CH:8]=[C:7]([CH2:6][C:4]2[NH:3][CH:2]=[CH:1][CH:5]=2)[NH:11][CH:10]=1. The yield is 0.790.